This data is from NCI-60 drug combinations with 297,098 pairs across 59 cell lines. The task is: Regression. Given two drug SMILES strings and cell line genomic features, predict the synergy score measuring deviation from expected non-interaction effect. Drug 1: C1CCC(C1)C(CC#N)N2C=C(C=N2)C3=C4C=CNC4=NC=N3. Drug 2: CN(C(=O)NC(C=O)C(C(C(CO)O)O)O)N=O. Cell line: HL-60(TB). Synergy scores: CSS=-19.8, Synergy_ZIP=3.18, Synergy_Bliss=-12.8, Synergy_Loewe=-22.2, Synergy_HSA=-23.7.